From a dataset of Forward reaction prediction with 1.9M reactions from USPTO patents (1976-2016). Predict the product of the given reaction. (1) Given the reactants [CH3:1][N:2]([CH3:6])[CH2:3][C:4]#[CH:5].[Br:7][C:8]1[CH:13]=[CH:12][C:11](I)=[CH:10][CH:9]=1, predict the reaction product. The product is: [Br:7][C:8]1[CH:13]=[CH:12][C:11]([C:5]#[C:4][CH2:3][N:2]([CH3:6])[CH3:1])=[CH:10][CH:9]=1. (2) The product is: [C:23]1([C:2]2[CH:7]=[CH:6][N:5]=[C:4]3[CH:8]=[C:9]([C:11]4[CH:16]=[C:15]([O:17][CH3:18])[C:14]([O:19][CH3:20])=[C:13]([O:21][CH3:22])[CH:12]=4)[O:10][C:3]=23)[CH:28]=[CH:27][CH:26]=[CH:25][CH:24]=1. Given the reactants Cl[C:2]1[CH:7]=[CH:6][N:5]=[C:4]2[CH:8]=[C:9]([C:11]3[CH:16]=[C:15]([O:17][CH3:18])[C:14]([O:19][CH3:20])=[C:13]([O:21][CH3:22])[CH:12]=3)[O:10][C:3]=12.[C:23]1(B(O)O)[CH:28]=[CH:27][CH:26]=[CH:25][CH:24]=1.C1(P(C2CCCCC2)C2C=CC=CC=2C2C(OC)=CC=CC=2OC)CCCCC1.C([O-])([O-])=O.[K+].[K+], predict the reaction product.